From a dataset of Reaction yield outcomes from USPTO patents with 853,638 reactions. Predict the reaction yield, written as a fraction of the theoretical maximum amount of product (1.0 means a 100% yield; for example, 0.34 means a 34% yield). (1) The product is [CH:1]1([C:4]2[C:5]([C:34]3[C:42]4[C:37](=[CH:38][CH:39]=[CH:40][CH:41]=4)[NH:36][CH:35]=3)=[N:6][C:7]([NH:10][C@@H:11]3[CH2:16][CH2:15][CH2:14][C@H:13]([NH:17][C:18]([C:20]4[CH:21]=[CH:22][C:23]([NH:26][C:27](=[O:33])[O:28][C:29]([CH3:30])([CH3:31])[CH3:32])=[CH:24][CH:25]=4)=[O:19])[CH2:12]3)=[N:8][CH:9]=2)[CH2:2][CH2:3]1. The reactants are [CH:1]1([C:4]2[C:5]([C:34]3[C:42]4[C:37](=[CH:38][CH:39]=[CH:40][CH:41]=4)[N:36](S(C4C=CC=CC=4)(=O)=O)[CH:35]=3)=[N:6][C:7]([NH:10][C@@H:11]3[CH2:16][CH2:15][CH2:14][C@H:13]([NH:17][C:18]([C:20]4[CH:25]=[CH:24][C:23]([NH:26][C:27](=[O:33])[O:28][C:29]([CH3:32])([CH3:31])[CH3:30])=[CH:22][CH:21]=4)=[O:19])[CH2:12]3)=[N:8][CH:9]=2)[CH2:3][CH2:2]1.[OH-].[Na+]. The catalyst is O1CCOCC1.CC1OCCC1. The yield is 0.999. (2) The reactants are [CH3:1][C:2]1[CH2:6][CH:5]([CH2:7][O:8][C@H:9]2[CH2:14][CH2:13][C@H:12]([N:15]3[C:20](=[O:21])[C:19]([CH2:22][C:23]4[CH:28]=[CH:27][C:26]([C:29]5[C:30]([C:35]#[N:36])=[CH:31][CH:32]=[CH:33][CH:34]=5)=[CH:25][CH:24]=4)=[C:18]([CH2:37][CH2:38][CH3:39])[N:17]4[N:40]=[CH:41][N:42]=[C:16]34)[CH2:11][CH2:10]2)[O:4][N:3]=1.C([Sn](=O)CCCC)CCC.[N:53]([Si](C)(C)C)=[N+:54]=[N-:55].C1(C)C=CC=CC=1. The catalyst is C(OCC)(=O)C. The product is [CH3:1][C:2]1[CH2:6][CH:5]([CH2:7][O:8][C@H:9]2[CH2:14][CH2:13][C@H:12]([N:15]3[C:20](=[O:21])[C:19]([CH2:22][C:23]4[CH:28]=[CH:27][C:26]([C:29]5[CH:34]=[CH:33][CH:32]=[CH:31][C:30]=5[C:35]5[NH:55][N:54]=[N:53][N:36]=5)=[CH:25][CH:24]=4)=[C:18]([CH2:37][CH2:38][CH3:39])[N:17]4[N:40]=[CH:41][N:42]=[C:16]34)[CH2:11][CH2:10]2)[O:4][N:3]=1. The yield is 0.350. (3) The reactants are CS(O[CH:6]1[CH2:11][CH2:10][N:9]([C:12]([O:14][C:15]([CH3:18])([CH3:17])[CH3:16])=[O:13])[CH2:8][CH2:7]1)(=O)=O.[CH2:19]([S-:22])[CH2:20][CH3:21].[Na+].O. The catalyst is CN(C=O)C. The product is [CH2:19]([S:22][CH:6]1[CH2:7][CH2:8][N:9]([C:12]([O:14][C:15]([CH3:16])([CH3:17])[CH3:18])=[O:13])[CH2:10][CH2:11]1)[CH2:20][CH3:21]. The yield is 0.540. (4) The reactants are [F:1][C:2]([F:11])([F:10])[C:3]1[N:8]=[N:7][C:6]([NH2:9])=[CH:5][CH:4]=1.CC1(C)C2C(=C(P(C3C=CC=CC=3)C3C=CC=CC=3)C=CC=2)OC2C(P(C3C=CC=CC=3)C3C=CC=CC=3)=CC=CC1=2.Br[C:55]1[C:56](=[O:63])[N:57]([CH3:62])[CH:58]=[C:59]([Br:61])[CH:60]=1.C([O-])([O-])=O.[Cs+].[Cs+]. The catalyst is C1C=CC(/C=C/C(/C=C/C2C=CC=CC=2)=O)=CC=1.C1C=CC(/C=C/C(/C=C/C2C=CC=CC=2)=O)=CC=1.C1C=CC(/C=C/C(/C=C/C2C=CC=CC=2)=O)=CC=1.[Pd].[Pd].O1CCOCC1. The product is [Br:61][C:59]1[CH:60]=[C:55]([NH:9][C:6]2[N:7]=[N:8][C:3]([C:2]([F:1])([F:10])[F:11])=[CH:4][CH:5]=2)[C:56](=[O:63])[N:57]([CH3:62])[CH:58]=1. The yield is 0.890. (5) The reactants are [Br:1][C:2]1[C:3]([OH:16])=[C:4]([CH3:15])[C:5]2[C:10]([CH:11]=1)=[C:9]([CH3:12])[C:8]([OH:13])=[C:7]([Br:14])[CH:6]=2.N1C=CC=CC=1.[F:23][C:24]([F:37])([F:36])[S:25](O[S:25]([C:24]([F:37])([F:36])[F:23])(=[O:27])=[O:26])(=[O:27])=[O:26].Cl. The catalyst is ClCCl.O. The product is [F:23][C:24]([F:37])([F:36])[S:25]([O:16][C:3]1[C:2]([Br:1])=[CH:11][C:10]2[C:5](=[CH:6][C:7]([Br:14])=[C:8]([O:13][S:25]([C:24]([F:23])([F:36])[F:37])(=[O:26])=[O:27])[C:9]=2[CH3:12])[C:4]=1[CH3:15])(=[O:27])=[O:26]. The yield is 0.800.